From a dataset of Forward reaction prediction with 1.9M reactions from USPTO patents (1976-2016). Predict the product of the given reaction. Given the reactants [Br:1][C:2]1[CH:7]=[CH:6][CH:5]=[CH:4][C:3]=1[NH:8][NH2:9].[C:10]1([C:16](=O)[C:17]([C:19]2[CH:24]=[CH:23][CH:22]=[CH:21][CH:20]=2)=[O:18])[CH:15]=[CH:14][CH:13]=[CH:12][CH:11]=1, predict the reaction product. The product is: [Br:1][C:2]1[CH:7]=[CH:6][CH:5]=[CH:4][C:3]=1[NH:8][N:9]=[C:16]([C:10]1[CH:15]=[CH:14][CH:13]=[CH:12][CH:11]=1)[C:17]([C:19]1[CH:24]=[CH:23][CH:22]=[CH:21][CH:20]=1)=[O:18].